Dataset: Forward reaction prediction with 1.9M reactions from USPTO patents (1976-2016). Task: Predict the product of the given reaction. (1) Given the reactants [CH2:1]([OH:9])[CH2:2][CH2:3][CH2:4][CH2:5][CH2:6][C:7]#[CH:8].[N:10]([CH2:13][C:14]1[CH:19]=[CH:18][CH:17]=[CH:16][CH:15]=1)=[N+:11]=[N-:12].O=C1O[C@H]([C@H](CO)O)C([O-])=C1O.[Na+], predict the reaction product. The product is: [CH2:13]([N:10]1[CH:8]=[C:7]([CH2:6][CH2:5][CH2:4][CH2:3][CH2:2][CH2:1][OH:9])[N:12]=[N:11]1)[C:14]1[CH:19]=[CH:18][CH:17]=[CH:16][CH:15]=1. (2) Given the reactants [CH3:1][O:2][C:3]([C:5]1[CH:6]=[N:7][NH:8][CH:9]=1)=[O:4].[H-].[Na+].Cl[C:13]1[CH2:17][C:16]([C:22]2[CH:27]=[C:26]([Cl:28])[CH:25]=[C:24]([Cl:29])[CH:23]=2)([C:18]([F:21])([F:20])[F:19])[O:15][N:14]=1.N1C=CC=N1, predict the reaction product. The product is: [CH3:1][O:2][C:3]([C:5]1[CH:6]=[N:7][N:8]([C:13]2[CH2:17][C:16]([C:22]3[CH:27]=[C:26]([Cl:28])[CH:25]=[C:24]([Cl:29])[CH:23]=3)([C:18]([F:19])([F:20])[F:21])[O:15][N:14]=2)[CH:9]=1)=[O:4]. (3) Given the reactants [BH4-].[Na+].[NH2:3][C:4]1[C:9]([O:10][CH3:11])=[CH:8][CH:7]=[CH:6][C:5]=1[C:12](=O)[CH3:13].[S-:15][C:16]#[N:17].[K+].Cl, predict the reaction product. The product is: [CH3:11][O:10][C:9]1[CH:8]=[CH:7][CH:6]=[C:5]2[C:4]=1[NH:3][C:16](=[S:15])[NH:17][CH:12]2[CH3:13]. (4) Given the reactants [Br:1][C:2]1[C:3]([CH3:10])=[C:4]([NH2:9])[C:5]([CH3:8])=[N:6][CH:7]=1.N1C=CC=CC=1.[F:17][C:18]1[CH:23]=[C:22]([F:24])[CH:21]=[CH:20][C:19]=1[S:25](Cl)(=[O:27])=[O:26].[OH-].[Na+].Cl, predict the reaction product. The product is: [Br:1][C:2]1[C:3]([CH3:10])=[C:4]([NH:9][S:25]([C:19]2[CH:20]=[CH:21][C:22]([F:24])=[CH:23][C:18]=2[F:17])(=[O:27])=[O:26])[C:5]([CH3:8])=[N:6][CH:7]=1. (5) Given the reactants [CH3:1][N:2]([CH3:10])[C:3]1[C:4]([CH3:9])=[CH:5][CH:6]=[CH:7][CH:8]=1.CC(C1C=CC=CC=1)=C.COC1CCCC1.CCCCCC.C([Li])CCC.[C:38]([C:46]1[CH:51]=[CH:50][CH:49]=[CH:48][CH:47]=1)(=[O:45])[C:39]1[CH:44]=[CH:43][CH:42]=[CH:41][CH:40]=1.C(O)(=O)C, predict the reaction product. The product is: [CH3:1][N:2]([CH3:10])[C:3]1[CH:8]=[CH:7][CH:6]=[CH:5][C:4]=1[CH2:9][C:38]([C:39]1[CH:44]=[CH:43][CH:42]=[CH:41][CH:40]=1)([C:46]1[CH:51]=[CH:50][CH:49]=[CH:48][CH:47]=1)[OH:45]. (6) Given the reactants [NH2:1][CH2:2][C:3]1[N:8]=[CH:7][C:6]2[N:9]([C:12]3[S:16][C:15]([C:17]([NH2:19])=[O:18])=[C:14]([O:20][C@@H:21]([C:23]4[CH:28]=[CH:27][CH:26]=[CH:25][C:24]=4[C:29]([F:32])([F:31])[F:30])[CH3:22])[CH:13]=3)[CH:10]=[N:11][C:5]=2[CH:4]=1.C(N(CC)CC)C.[CH3:40][S:41](Cl)(=[O:43])=[O:42], predict the reaction product. The product is: [CH3:40][S:41]([NH:1][CH2:2][C:3]1[N:8]=[CH:7][C:6]2[N:9]([C:12]3[S:16][C:15]([C:17]([NH2:19])=[O:18])=[C:14]([O:20][C@@H:21]([C:23]4[CH:28]=[CH:27][CH:26]=[CH:25][C:24]=4[C:29]([F:30])([F:31])[F:32])[CH3:22])[CH:13]=3)[CH:10]=[N:11][C:5]=2[CH:4]=1)(=[O:43])=[O:42].